The task is: Predict the reactants needed to synthesize the given product.. This data is from Full USPTO retrosynthesis dataset with 1.9M reactions from patents (1976-2016). (1) Given the product [N:25]1[CH:26]=[CH:27][C:22]([O:14][CH:11]2[CH2:12][CH2:13][N:8]([C:6]([O:5][C:1]([CH3:4])([CH3:2])[CH3:3])=[O:7])[CH2:9][CH2:10]2)=[CH:23][CH:24]=1, predict the reactants needed to synthesize it. The reactants are: [C:1]([O:5][C:6]([N:8]1[CH2:13][CH2:12][CH:11]([OH:14])[CH2:10][CH2:9]1)=[O:7])([CH3:4])([CH3:3])[CH3:2].C(=O)([O-])[O-].[K+].[K+].Cl[C:22]1[CH:27]=[CH:26][N:25]=[CH:24][CH:23]=1. (2) Given the product [Cl:1][C:2]1[CH:7]=[CH:6][C:5]([C:8]2[CH:9]=[CH:10][C:11]([NH:14][CH2:25][CH2:24][CH2:23][C:20]3[CH:19]=[CH:18][C:17]([CH2:16][OH:15])=[CH:22][CH:21]=3)=[N:12][CH:13]=2)=[CH:4][CH:3]=1, predict the reactants needed to synthesize it. The reactants are: [Cl:1][C:2]1[CH:7]=[CH:6][C:5]([C:8]2[CH:9]=[CH:10][C:11]([NH2:14])=[N:12][CH:13]=2)=[CH:4][CH:3]=1.[OH:15][CH2:16][C:17]1[CH:22]=[CH:21][C:20]([CH2:23][CH2:24][CH:25]=O)=[CH:19][CH:18]=1.C([BH3-])#N.[Na+].